Dataset: NCI-60 drug combinations with 297,098 pairs across 59 cell lines. Task: Regression. Given two drug SMILES strings and cell line genomic features, predict the synergy score measuring deviation from expected non-interaction effect. Drug 1: CN1CCC(CC1)COC2=C(C=C3C(=C2)N=CN=C3NC4=C(C=C(C=C4)Br)F)OC. Drug 2: C1C(C(OC1N2C=NC3=C(N=C(N=C32)Cl)N)CO)O. Cell line: NCI/ADR-RES. Synergy scores: CSS=41.9, Synergy_ZIP=-2.86, Synergy_Bliss=0.327, Synergy_Loewe=-21.4, Synergy_HSA=1.94.